This data is from NCI-60 drug combinations with 297,098 pairs across 59 cell lines. The task is: Regression. Given two drug SMILES strings and cell line genomic features, predict the synergy score measuring deviation from expected non-interaction effect. (1) Drug 1: CCC1=CC2CC(C3=C(CN(C2)C1)C4=CC=CC=C4N3)(C5=C(C=C6C(=C5)C78CCN9C7C(C=CC9)(C(C(C8N6C)(C(=O)OC)O)OC(=O)C)CC)OC)C(=O)OC.C(C(C(=O)O)O)(C(=O)O)O. Drug 2: CC1=C(C(=O)C2=C(C1=O)N3CC4C(C3(C2COC(=O)N)OC)N4)N. Cell line: M14. Synergy scores: CSS=40.9, Synergy_ZIP=-8.33, Synergy_Bliss=-9.56, Synergy_Loewe=-17.1, Synergy_HSA=-6.58. (2) Drug 1: CC(C1=C(C=CC(=C1Cl)F)Cl)OC2=C(N=CC(=C2)C3=CN(N=C3)C4CCNCC4)N. Drug 2: CC1=C(C=C(C=C1)C(=O)NC2=CC(=CC(=C2)C(F)(F)F)N3C=C(N=C3)C)NC4=NC=CC(=N4)C5=CN=CC=C5. Cell line: MALME-3M. Synergy scores: CSS=3.97, Synergy_ZIP=0.0619, Synergy_Bliss=4.67, Synergy_Loewe=2.01, Synergy_HSA=2.31. (3) Drug 1: C(CN)CNCCSP(=O)(O)O. Drug 2: CC12CCC3C(C1CCC2OP(=O)(O)O)CCC4=C3C=CC(=C4)OC(=O)N(CCCl)CCCl.[Na+]. Cell line: HCT116. Synergy scores: CSS=10.2, Synergy_ZIP=-2.25, Synergy_Bliss=1.44, Synergy_Loewe=-4.61, Synergy_HSA=-0.793. (4) Cell line: BT-549. Drug 1: CCC1=CC2CC(C3=C(CN(C2)C1)C4=CC=CC=C4N3)(C5=C(C=C6C(=C5)C78CCN9C7C(C=CC9)(C(C(C8N6C)(C(=O)OC)O)OC(=O)C)CC)OC)C(=O)OC.C(C(C(=O)O)O)(C(=O)O)O. Drug 2: CC1C(C(CC(O1)OC2CC(OC(C2O)C)OC3=CC4=CC5=C(C(=O)C(C(C5)C(C(=O)C(C(C)O)O)OC)OC6CC(C(C(O6)C)O)OC7CC(C(C(O7)C)O)OC8CC(C(C(O8)C)O)(C)O)C(=C4C(=C3C)O)O)O)O. Synergy scores: CSS=76.2, Synergy_ZIP=25.0, Synergy_Bliss=25.9, Synergy_Loewe=20.4, Synergy_HSA=25.0. (5) Drug 1: C1=CN(C(=O)N=C1N)C2C(C(C(O2)CO)O)O.Cl. Drug 2: CCN(CC)CCNC(=O)C1=C(NC(=C1C)C=C2C3=C(C=CC(=C3)F)NC2=O)C. Cell line: SNB-19. Synergy scores: CSS=23.3, Synergy_ZIP=3.45, Synergy_Bliss=-0.557, Synergy_Loewe=-20.6, Synergy_HSA=-4.05. (6) Drug 1: CN1CCC(CC1)COC2=C(C=C3C(=C2)N=CN=C3NC4=C(C=C(C=C4)Br)F)OC. Drug 2: C1CCC(C1)C(CC#N)N2C=C(C=N2)C3=C4C=CNC4=NC=N3. Cell line: NCI/ADR-RES. Synergy scores: CSS=6.49, Synergy_ZIP=-0.905, Synergy_Bliss=2.03, Synergy_Loewe=-2.00, Synergy_HSA=1.21.